This data is from Retrosynthesis with 50K atom-mapped reactions and 10 reaction types from USPTO. The task is: Predict the reactants needed to synthesize the given product. (1) Given the product COc1ccc(CNc2nc(Cl)nc(N3CC(O)C3)n2)cc1, predict the reactants needed to synthesize it. The reactants are: COc1ccc(CNc2nc(Cl)nc(Cl)n2)cc1.OC1CNC1. (2) Given the product COCC1c2ccc(OC)cc2C2CCCCC2C1c1ccc(OC)cc1, predict the reactants needed to synthesize it. The reactants are: CI.COc1ccc(C2C(CO)c3ccc(OC)cc3C3CCCCC32)cc1. (3) The reactants are: CC(C)CC(=O)Nc1cccc(-c2ccnc3c(Br)cnn23)c1.OB(O)c1cc(Cl)cc(Cl)c1. Given the product CC(C)CC(=O)Nc1cccc(-c2ccnc3c(-c4cc(Cl)cc(Cl)c4)cnn23)c1, predict the reactants needed to synthesize it. (4) Given the product CC(C)(C)OC(=O)N1[C@H](CO)CC[C@@H]1c1ccccc1, predict the reactants needed to synthesize it. The reactants are: CC(C)(C)OC(=O)N1[C@H](C(=O)O)CC[C@@H]1c1ccccc1. (5) Given the product CC(=O)n1c(S(=O)(=O)[O-])cc2ccccc21, predict the reactants needed to synthesize it. The reactants are: CC(=O)OC(C)=O.O=S(=O)([O-])c1cc2ccccc2[nH]1.